From a dataset of Full USPTO retrosynthesis dataset with 1.9M reactions from patents (1976-2016). Predict the reactants needed to synthesize the given product. (1) The reactants are: [C:1]([C:3]1[CH:4]=[C:5]([CH:10]=[CH:11][CH:12]=1)[C:6](=[N:8][OH:9])[NH2:7])#[N:2].[F:13][C:14]1[CH:22]=[CH:21][C:17]([C:18](Cl)=O)=[CH:16][N:15]=1. Given the product [F:13][C:14]1[N:15]=[CH:16][C:17]([C:18]2[O:9][N:8]=[C:6]([C:5]3[CH:4]=[C:3]([CH:12]=[CH:11][CH:10]=3)[C:1]#[N:2])[N:7]=2)=[CH:21][CH:22]=1, predict the reactants needed to synthesize it. (2) Given the product [CH2:15]([O:17][C:18]([C:20]1[O:21][C:22]2[CH:28]=[CH:27][C:26]([NH:29][C:12]([C:10]3[O:11][C:7]([C:1]4[CH:2]=[CH:3][CH:4]=[CH:5][CH:6]=4)=[CH:8][CH:9]=3)=[O:14])=[CH:25][C:23]=2[CH:24]=1)=[O:19])[CH3:16], predict the reactants needed to synthesize it. The reactants are: [C:1]1([C:7]2[O:11][C:10]([C:12]([OH:14])=O)=[CH:9][CH:8]=2)[CH:6]=[CH:5][CH:4]=[CH:3][CH:2]=1.[CH2:15]([O:17][C:18]([C:20]1[O:21][C:22]2[CH:28]=[CH:27][C:26]([NH2:29])=[CH:25][C:23]=2[CH:24]=1)=[O:19])[CH3:16]. (3) The reactants are: Cl.[Cl:2][C:3]1[C:12]2[C:7](=[CH:8][C:9]([O:30][CH3:31])=[C:10]([O:13][C@@H:14]3[CH2:18][N:17](C(OC(C)(C)C)=O)[C@@H:16]([C:26]([O:28][CH3:29])=[O:27])[CH2:15]3)[CH:11]=2)[N:6]=[CH:5][N:4]=1.[Cl:32][C:33]1[C:34]([F:40])=[C:35]([CH:37]=[CH:38][CH:39]=1)[NH2:36]. Given the product [ClH:2].[Cl:32][C:33]1[C:34]([F:40])=[C:35]([NH:36][C:3]2[C:12]3[C:7](=[CH:8][C:9]([O:30][CH3:31])=[C:10]([O:13][C@@H:14]4[CH2:18][NH:17][C@@H:16]([C:26]([O:28][CH3:29])=[O:27])[CH2:15]4)[CH:11]=3)[N:6]=[CH:5][N:4]=2)[CH:37]=[CH:38][CH:39]=1, predict the reactants needed to synthesize it. (4) Given the product [Cl:20][C:7]1[C:6]2[C:11](=[C:2]([F:1])[CH:3]=[CH:4][CH:5]=2)[N:10]=[C:9]([C:12]([O:14][CH2:15][CH3:16])=[O:13])[N:8]=1, predict the reactants needed to synthesize it. The reactants are: [F:1][C:2]1[CH:3]=[CH:4][CH:5]=[C:6]2[C:11]=1[N:10]=[C:9]([C:12]([O:14][CH2:15][CH3:16])=[O:13])[N:8]=[C:7]2O.O=P(Cl)(Cl)[Cl:20]. (5) Given the product [CH3:1][O:2][C:3](=[O:39])[C@@H:4]([NH:20][C:21]([C:23]1[CH:28]=[CH:27][C:26]([C:29]2[CH:30]=[CH:31][C:32]([C:35]([F:37])([F:36])[F:38])=[CH:33][CH:34]=2)=[CH:25][CH:24]=1)=[O:22])[CH2:5][N:6]([CH2:7][C:8]1[CH:9]=[CH:10][C:11]([C:14]2[CH:19]=[CH:18][CH:17]=[CH:16][CH:15]=2)=[CH:12][CH:13]=1)[CH2:45][C:41]1[O:40][CH:44]=[CH:43][CH:42]=1, predict the reactants needed to synthesize it. The reactants are: [CH3:1][O:2][C:3](=[O:39])[C@@H:4]([NH:20][C:21]([C:23]1[CH:28]=[CH:27][C:26]([C:29]2[CH:34]=[CH:33][C:32]([C:35]([F:38])([F:37])[F:36])=[CH:31][CH:30]=2)=[CH:25][CH:24]=1)=[O:22])[CH2:5][NH:6][CH2:7][C:8]1[CH:13]=[CH:12][C:11]([C:14]2[CH:19]=[CH:18][CH:17]=[CH:16][CH:15]=2)=[CH:10][CH:9]=1.[O:40]1[CH:44]=[CH:43][CH:42]=[C:41]1[CH:45]=O.C(O[BH-](OC(=O)C)OC(=O)C)(=O)C.[Na+].